This data is from Catalyst prediction with 721,799 reactions and 888 catalyst types from USPTO. The task is: Predict which catalyst facilitates the given reaction. (1) Reactant: [NH2:1][C:2]1[CH:3]=[C:4]([C:8]2[CH2:9][CH2:10][N:11]([C:14]([O:16][C:17]([CH3:20])([CH3:19])[CH3:18])=[O:15])[CH2:12][CH:13]=2)[CH:5]=[CH:6][CH:7]=1. Product: [NH2:1][C:2]1[CH:3]=[C:4]([CH:8]2[CH2:9][CH2:10][N:11]([C:14]([O:16][C:17]([CH3:20])([CH3:19])[CH3:18])=[O:15])[CH2:12][CH2:13]2)[CH:5]=[CH:6][CH:7]=1. The catalyst class is: 29. (2) Reactant: [CH3:1][C:2]1([CH3:9])[CH2:7][CH2:6][CH2:5][C:4](=O)[CH2:3]1.Cl.[NH2:11][OH:12].C(=O)([O-])[O-].[Na+].[Na+]. Product: [CH3:1][C:2]1([CH3:9])[CH2:7][CH2:6][CH2:5][C:4](=[N:11][OH:12])[CH2:3]1. The catalyst class is: 40. (3) Reactant: [CH3:1][C@H:2]1[C@H:7]([O:8][C:9](=[O:14])[C:10]([CH3:13])([CH3:12])[CH3:11])[CH2:6][CH2:5][NH:4][CH2:3]1.[CH3:15][C@@H:16]1[CH2:18][O:17]1. Product: [OH:17][C@H:16]([CH3:18])[CH2:15][N:4]1[CH2:5][CH2:6][C@@H:7]([O:8][C:9](=[O:14])[C:10]([CH3:13])([CH3:12])[CH3:11])[C@H:2]([CH3:1])[CH2:3]1. The catalyst class is: 8. (4) Reactant: Cl[C:2]1[C:7]([C:8]2[CH:13]=[CH:12][C:11]([C:14]#[N:15])=[C:10]([Cl:16])[CH:9]=2)=[CH:6][N:5]=[CH:4][C:3]=1[CH:17]([CH:24]1[CH2:26][CH2:25]1)[N:18]([CH3:23])[S:19]([CH3:22])(=[O:21])=[O:20].CC([O-])(C)C.[K+]. Product: [Cl:16][C:10]1[CH:9]=[C:8]([C:7]2[CH:6]=[N:5][CH:4]=[C:3]3[C:2]=2[CH2:22][S:19](=[O:21])(=[O:20])[N:18]([CH3:23])[CH:17]3[CH:24]2[CH2:26][CH2:25]2)[CH:13]=[CH:12][C:11]=1[C:14]#[N:15]. The catalyst class is: 774. (5) Reactant: [Cl:1][C:2]1[CH:33]=[CH:32][C:5]([CH2:6][C:7]2[C:15]3[C:14](=[O:16])[N:13]([CH2:17][CH2:18][C:19](OC)=[O:20])[C:12](=[O:23])[N:11]([CH3:24])[C:10]=3[S:9][C:8]=2[C:25]2[CH:30]=[CH:29][C:28]([Cl:31])=[CH:27][CH:26]=2)=[CH:4][CH:3]=1.[BH4-].[Na+]. Product: [Cl:1][C:2]1[CH:3]=[CH:4][C:5]([CH2:6][C:7]2[C:15]3[C:14](=[O:16])[N:13]([CH2:17][CH2:18][CH2:19][OH:20])[C:12](=[O:23])[N:11]([CH3:24])[C:10]=3[S:9][C:8]=2[C:25]2[CH:30]=[CH:29][C:28]([Cl:31])=[CH:27][CH:26]=2)=[CH:32][CH:33]=1. The catalyst class is: 14. (6) Reactant: [NH2:1][C:2]1[N:6]([CH3:7])[C:5](=[O:8])[C:4]([C:19]2[CH:24]=[CH:23][C:22]([F:25])=[C:21](Br)[CH:20]=2)([C:9]2[CH:14]=[CH:13][C:12]([O:15][CH:16]([F:18])[F:17])=[CH:11][CH:10]=2)[N:3]=1.[CH3:27][S:28]([O:31][C:32]1[CH:37]=[C:36](B2OC(C)(C)C(C)(C)O2)[CH:35]=[C:34]([C:47]#[N:48])[CH:33]=1)(=[O:30])=[O:29].[ClH:49]. Product: [ClH:49].[CH3:27][S:28]([O:31][C:32]1[CH:37]=[C:36]([C:21]2[CH:20]=[C:19]([C:4]3([C:9]4[CH:14]=[CH:13][C:12]([O:15][CH:16]([F:18])[F:17])=[CH:11][CH:10]=4)[C:5](=[O:8])[N:6]([CH3:7])[C:2]([NH2:1])=[N:3]3)[CH:24]=[CH:23][C:22]=2[F:25])[CH:35]=[C:34]([C:47]#[N:48])[CH:33]=1)(=[O:30])=[O:29]. The catalyst class is: 268. (7) Reactant: [CH:1]([N:4]1[CH2:9][CH2:8][N:7]([C:10]2[CH:11]=[N:12][C:13]([N+:16]([O-])=O)=[CH:14][CH:15]=2)[CH2:6][CH2:5]1)([CH3:3])[CH3:2]. Product: [CH:1]([N:4]1[CH2:5][CH2:6][N:7]([C:10]2[CH:15]=[CH:14][C:13]([NH2:16])=[N:12][CH:11]=2)[CH2:8][CH2:9]1)([CH3:3])[CH3:2]. The catalyst class is: 50. (8) Reactant: [C:1]([O:5][C:6]([N:8]1[CH2:13][C@H:12]([N:14]([CH:31]([CH3:33])[CH3:32])[C:15](=[O:30])[C:16]2[CH:21]=[CH:20][C:19]([O:22][CH3:23])=[C:18]([O:24][CH2:25][CH2:26][CH2:27][O:28][CH3:29])[CH:17]=2)[CH2:11][CH2:10][C@H:9]1[CH2:34][CH2:35][NH:36][CH:37]1[CH2:39][CH2:38]1)=[O:7])([CH3:4])([CH3:3])[CH3:2].Cl[C:41]([O:43][CH2:44][CH3:45])=[O:42].C(N(CC)CC)C.C(=O)([O-])O.[Na+]. Product: [CH:37]1([N:36]([C:41]([O:43][CH2:44][CH3:45])=[O:42])[CH2:35][CH2:34][C@H:9]2[CH2:10][CH2:11][C@@H:12]([N:14]([CH:31]([CH3:33])[CH3:32])[C:15](=[O:30])[C:16]3[CH:21]=[CH:20][C:19]([O:22][CH3:23])=[C:18]([O:24][CH2:25][CH2:26][CH2:27][O:28][CH3:29])[CH:17]=3)[CH2:13][N:8]2[C:6]([O:5][C:1]([CH3:3])([CH3:4])[CH3:2])=[O:7])[CH2:38][CH2:39]1. The catalyst class is: 98. (9) Reactant: [NH2:1][C:2]1[CH:3]=[C:4]([CH:9]=[CH:10][C:11]=1[I:12])[C:5]([O:7][CH3:8])=[O:6].[C:13](O)(=[O:17])[C:14]([CH3:16])=[CH2:15].F[P-](F)(F)(F)(F)F.N1(OC(N(C)C)=[N+](C)C)C2N=CC=CC=2N=N1.C(N(CC)C(C)C)(C)C.Cl. Product: [CH3:8][O:7][C:5](=[O:6])[C:4]1[CH:9]=[CH:10][C:11]([I:12])=[C:2]([NH:1][C:13](=[O:17])[C:14]([CH3:16])=[CH2:15])[CH:3]=1. The catalyst class is: 139. (10) Reactant: [NH2:1][C:2]1[CH:7]=[C:6]([N:8]2[CH2:12][CH2:11][C@:10]([CH:15]3[CH2:17][CH2:16]3)([C:13]#[N:14])[C:9]2=[O:18])[CH:5]=[CH:4][N:3]=1.[F:19][C:20]1[CH:28]=[CH:27][C:23]([C:24](O)=[O:25])=[CH:22][CH:21]=1.CN(C(ON1N=NC2C=CC=NC1=2)=[N+](C)C)C.F[P-](F)(F)(F)(F)F.C(=O)([O-])O.[Na+]. Product: [C:13]([C@@:10]1([CH:15]2[CH2:17][CH2:16]2)[CH2:11][CH2:12][N:8]([C:6]2[CH:5]=[CH:4][N:3]=[C:2]([NH:1][C:24](=[O:25])[C:23]3[CH:27]=[CH:28][C:20]([F:19])=[CH:21][CH:22]=3)[CH:7]=2)[C:9]1=[O:18])#[N:14]. The catalyst class is: 289.